Dataset: Merck oncology drug combination screen with 23,052 pairs across 39 cell lines. Task: Regression. Given two drug SMILES strings and cell line genomic features, predict the synergy score measuring deviation from expected non-interaction effect. Drug 1: O=S1(=O)NC2(CN1CC(F)(F)F)C1CCC2Cc2cc(C=CCN3CCC(C(F)(F)F)CC3)ccc2C1. Drug 2: C#Cc1cccc(Nc2ncnc3cc(OCCOC)c(OCCOC)cc23)c1. Cell line: A375. Synergy scores: synergy=9.07.